From a dataset of NCI-60 drug combinations with 297,098 pairs across 59 cell lines. Regression. Given two drug SMILES strings and cell line genomic features, predict the synergy score measuring deviation from expected non-interaction effect. (1) Drug 1: C1=C(C(=O)NC(=O)N1)F. Drug 2: C1CC(=O)NC(=O)C1N2C(=O)C3=CC=CC=C3C2=O. Cell line: RXF 393. Synergy scores: CSS=29.2, Synergy_ZIP=0.894, Synergy_Bliss=0.386, Synergy_Loewe=-2.73, Synergy_HSA=-0.547. (2) Drug 1: CC(C1=C(C=CC(=C1Cl)F)Cl)OC2=C(N=CC(=C2)C3=CN(N=C3)C4CCNCC4)N. Drug 2: CC1CCC2CC(C(=CC=CC=CC(CC(C(=O)C(C(C(=CC(C(=O)CC(OC(=O)C3CCCCN3C(=O)C(=O)C1(O2)O)C(C)CC4CCC(C(C4)OC)O)C)C)O)OC)C)C)C)OC. Cell line: SK-MEL-2. Synergy scores: CSS=29.5, Synergy_ZIP=5.15, Synergy_Bliss=5.63, Synergy_Loewe=-1.68, Synergy_HSA=5.28. (3) Synergy scores: CSS=6.08, Synergy_ZIP=0.0822, Synergy_Bliss=7.09, Synergy_Loewe=3.16, Synergy_HSA=5.30. Drug 1: CNC(=O)C1=CC=CC=C1SC2=CC3=C(C=C2)C(=NN3)C=CC4=CC=CC=N4. Cell line: TK-10. Drug 2: CC1=CC=C(C=C1)C2=CC(=NN2C3=CC=C(C=C3)S(=O)(=O)N)C(F)(F)F. (4) Drug 1: CC1=C(C=C(C=C1)NC2=NC=CC(=N2)N(C)C3=CC4=NN(C(=C4C=C3)C)C)S(=O)(=O)N.Cl. Drug 2: C1C(C(OC1N2C=NC(=NC2=O)N)CO)O. Cell line: K-562. Synergy scores: CSS=51.1, Synergy_ZIP=1.26, Synergy_Bliss=1.04, Synergy_Loewe=-6.99, Synergy_HSA=5.70. (5) Drug 1: C1=CC(=CC=C1CCCC(=O)O)N(CCCl)CCCl. Drug 2: CCC1(CC2CC(C3=C(CCN(C2)C1)C4=CC=CC=C4N3)(C5=C(C=C6C(=C5)C78CCN9C7C(C=CC9)(C(C(C8N6C)(C(=O)OC)O)OC(=O)C)CC)OC)C(=O)OC)O.OS(=O)(=O)O. Cell line: DU-145. Synergy scores: CSS=72.1, Synergy_ZIP=-3.70, Synergy_Bliss=-2.38, Synergy_Loewe=-7.82, Synergy_HSA=0.610. (6) Drug 1: C1CN(P(=O)(OC1)NCCCl)CCCl. Cell line: EKVX. Drug 2: C(CN)CNCCSP(=O)(O)O. Synergy scores: CSS=-4.92, Synergy_ZIP=1.93, Synergy_Bliss=-1.84, Synergy_Loewe=-8.40, Synergy_HSA=-7.52. (7) Drug 1: C1C(C(OC1N2C=C(C(=O)NC2=O)F)CO)O. Drug 2: CC1CCC2CC(C(=CC=CC=CC(CC(C(=O)C(C(C(=CC(C(=O)CC(OC(=O)C3CCCCN3C(=O)C(=O)C1(O2)O)C(C)CC4CCC(C(C4)OC)O)C)C)O)OC)C)C)C)OC. Cell line: RXF 393. Synergy scores: CSS=9.72, Synergy_ZIP=-0.221, Synergy_Bliss=2.73, Synergy_Loewe=2.69, Synergy_HSA=3.21.